From a dataset of Reaction yield outcomes from USPTO patents with 853,638 reactions. Predict the reaction yield, written as a fraction of the theoretical maximum amount of product (1.0 means a 100% yield; for example, 0.34 means a 34% yield). (1) The reactants are [CH2:1]([O:8][C@@H:9]1[C@@H:14]([O:15][CH2:16][C:17]2[CH:22]=[CH:21][CH:20]=[CH:19][CH:18]=2)[C@H:13]([O:23][CH2:24][C:25]2[CH:30]=[CH:29][CH:28]=[CH:27][CH:26]=2)[C@@H:12]([CH2:31][O:32][CH2:33][C:34]2[CH:39]=[CH:38][CH:37]=[CH:36][CH:35]=2)[O:11][C@H:10]1[C:40]1[CH:45]=[C:44]([CH2:46][C:47]2[CH:52]=[CH:51][C:50](Br)=[CH:49][CH:48]=2)[C:43]([CH3:54])=[CH:42][C:41]=1[O:55][CH2:56][C:57]1[CH:62]=[CH:61][CH:60]=[CH:59][CH:58]=1)[C:2]1[CH:7]=[CH:6][CH:5]=[CH:4][CH:3]=1.[CH2:63]([O:70][C:71](=[O:89])[NH:72]/[C:73](/[NH:85][CH2:86][CH:87]=[CH2:88])=[N:74]\[C:75](=[O:84])[O:76][CH2:77][C:78]1[CH:83]=[CH:82][CH:81]=[CH:80][CH:79]=1)[C:64]1[CH:69]=[CH:68][CH:67]=[CH:66][CH:65]=1.CC1C(P(C2C(C)=CC=CC=2)C2C(C)=CC=CC=2)=CC=CC=1.C(N(CC)CC)C. The catalyst is C([O-])(=O)C.[Pd+2].C([O-])(=O)C.C(#N)C. The product is [CH2:77]([O:76][C:75]([NH:74][C:73]([NH:85][CH2:86]/[CH:87]=[CH:88]/[C:50]1[CH:51]=[CH:52][C:47]([CH2:46][C:44]2[C:43]([CH3:54])=[CH:42][C:41]([O:55][CH2:56][C:57]3[CH:62]=[CH:61][CH:60]=[CH:59][CH:58]=3)=[C:40]([C@@H:10]3[O:11][C@H:12]([CH2:31][O:32][CH2:33][C:34]4[CH:39]=[CH:38][CH:37]=[CH:36][CH:35]=4)[C@@H:13]([O:23][CH2:24][C:25]4[CH:26]=[CH:27][CH:28]=[CH:29][CH:30]=4)[C@H:14]([O:15][CH2:16][C:17]4[CH:22]=[CH:21][CH:20]=[CH:19][CH:18]=4)[C@H:9]3[O:8][CH2:1][C:2]3[CH:3]=[CH:4][CH:5]=[CH:6][CH:7]=3)[CH:45]=2)=[CH:48][CH:49]=1)=[N:72][C:71]([O:70][CH2:63][C:64]1[CH:69]=[CH:68][CH:67]=[CH:66][CH:65]=1)=[O:89])=[O:84])[C:78]1[CH:83]=[CH:82][CH:81]=[CH:80][CH:79]=1. The yield is 0.460. (2) The reactants are Cl[C:2]1[N:11]=[C:10]([N:12]([C:14]2[CH:19]=[CH:18][C:17]([O:20][CH3:21])=[CH:16][CH:15]=2)[CH3:13])[C:9]2[C:4](=[CH:5][CH:6]=[C:7]([CH3:22])[CH:8]=2)[N:3]=1.[CH2:23]([CH2:25][NH2:26])[OH:24]. No catalyst specified. The product is [CH3:21][O:20][C:17]1[CH:18]=[CH:19][C:14]([N:12]([CH3:13])[C:10]2[C:9]3[C:4](=[CH:5][CH:6]=[C:7]([CH3:22])[CH:8]=3)[N:3]=[C:2]([NH:26][CH2:25][CH2:23][OH:24])[N:11]=2)=[CH:15][CH:16]=1. The yield is 0.350. (3) The reactants are Cl.[Br:2][C:3]1[CH:4]=[C:5]([CH2:9][C:10]([OH:12])=O)[CH:6]=[CH:7][CH:8]=1.[NH2:13][C@@H:14]([CH2:32][O:33][CH2:34][C:35]1[CH:40]=[CH:39][CH:38]=[CH:37][CH:36]=1)[C:15]([NH:17][C:18]1[CH:23]=[CH:22][C:21]([O:24][C:25]2[CH:30]=[CH:29][C:28]([F:31])=[CH:27][CH:26]=2)=[CH:20][CH:19]=1)=[O:16]. No catalyst specified. The product is [CH2:34]([O:33][CH2:32][C@H:14]([NH:13][C:10](=[O:12])[CH2:9][C:5]1[CH:6]=[CH:7][CH:8]=[C:3]([Br:2])[CH:4]=1)[C:15]([NH:17][C:18]1[CH:23]=[CH:22][C:21]([O:24][C:25]2[CH:30]=[CH:29][C:28]([F:31])=[CH:27][CH:26]=2)=[CH:20][CH:19]=1)=[O:16])[C:35]1[CH:40]=[CH:39][CH:38]=[CH:37][CH:36]=1. The yield is 0.433. (4) The reactants are [C:1]([C:3]1[CH:4]=[C:5]2[C:10]3=[C:11]([CH2:13][N:14](C(OC(C)(C)C)=O)[CH2:15][CH2:16][N:9]3[CH2:8][CH2:7][CH:6]2[CH:24]2[CH2:26][CH2:25]2)[CH:12]=1)#[N:2].C(O)(C(F)(F)F)=O. The catalyst is C(Cl)Cl. The product is [CH:24]1([CH:6]2[C:5]3[C:10]4=[C:11]([CH2:13][NH:14][CH2:15][CH2:16][N:9]4[CH2:8][CH2:7]2)[CH:12]=[C:3]([C:1]#[N:2])[CH:4]=3)[CH2:25][CH2:26]1. The yield is 0.100. (5) The reactants are [Cl:1][C:2]1[N:10]=[C:9]2[C:5]([N:6]=[CH:7][N:8]2[CH3:11])=[C:4]([N:12]2[CH:17]3[CH2:18][CH2:19][CH:13]2[CH2:14][O:15][CH2:16]3)[N:3]=1.CN(CCN(C)C)C.[Li]CCCC.CN([CH:36]=[O:37])C.Cl. The catalyst is C1COCC1. The product is [Cl:1][C:2]1[N:10]=[C:9]2[C:5]([N:6]=[C:7]([CH:36]=[O:37])[N:8]2[CH3:11])=[C:4]([N:12]2[CH:17]3[CH2:18][CH2:19][CH:13]2[CH2:14][O:15][CH2:16]3)[N:3]=1. The yield is 0.730.